This data is from Peptide-MHC class I binding affinity with 185,985 pairs from IEDB/IMGT. The task is: Regression. Given a peptide amino acid sequence and an MHC pseudo amino acid sequence, predict their binding affinity value. This is MHC class I binding data. (1) The peptide sequence is KTDAGASTY. The MHC is HLA-B48:01 with pseudo-sequence HLA-B48:01. The binding affinity (normalized) is 0.0847. (2) The binding affinity (normalized) is 0.0847. The MHC is HLA-A26:01 with pseudo-sequence HLA-A26:01. The peptide sequence is VSSHKGWAK. (3) The peptide sequence is MNPNQKII. The MHC is Mamu-B17 with pseudo-sequence Mamu-B17. The binding affinity (normalized) is 0. (4) The peptide sequence is YVADALAAF. The MHC is HLA-A24:02 with pseudo-sequence HLA-A24:02. The binding affinity (normalized) is 0.301. (5) The peptide sequence is GQVMLLILCV. The MHC is HLA-A02:06 with pseudo-sequence HLA-A02:06. The binding affinity (normalized) is 0.598. (6) The peptide sequence is KTHESHLVR. The MHC is HLA-A11:01 with pseudo-sequence HLA-A11:01. The binding affinity (normalized) is 0.669. (7) The peptide sequence is ITDEINQIK. The MHC is HLA-B57:01 with pseudo-sequence HLA-B57:01. The binding affinity (normalized) is 0.0847. (8) The peptide sequence is RECYVQRFYL. The MHC is HLA-B40:01 with pseudo-sequence HLA-B40:01. The binding affinity (normalized) is 0.158.